From a dataset of NCI-60 drug combinations with 297,098 pairs across 59 cell lines. Regression. Given two drug SMILES strings and cell line genomic features, predict the synergy score measuring deviation from expected non-interaction effect. (1) Drug 1: C1CCC(CC1)NC(=O)N(CCCl)N=O. Drug 2: CC(C1=C(C=CC(=C1Cl)F)Cl)OC2=C(N=CC(=C2)C3=CN(N=C3)C4CCNCC4)N. Cell line: MDA-MB-231. Synergy scores: CSS=11.3, Synergy_ZIP=-3.05, Synergy_Bliss=-6.47, Synergy_Loewe=-9.30, Synergy_HSA=-4.99. (2) Drug 1: C1C(C(OC1N2C=C(C(=O)NC2=O)F)CO)O. Drug 2: CNC(=O)C1=NC=CC(=C1)OC2=CC=C(C=C2)NC(=O)NC3=CC(=C(C=C3)Cl)C(F)(F)F. Cell line: K-562. Synergy scores: CSS=13.3, Synergy_ZIP=-0.664, Synergy_Bliss=-3.90, Synergy_Loewe=-40.5, Synergy_HSA=-11.0. (3) Drug 1: C1=CC(=CC=C1CCC2=CNC3=C2C(=O)NC(=N3)N)C(=O)NC(CCC(=O)O)C(=O)O. Drug 2: C1=CC(=C2C(=C1NCCNCCO)C(=O)C3=C(C=CC(=C3C2=O)O)O)NCCNCCO. Cell line: NCI-H322M. Synergy scores: CSS=26.8, Synergy_ZIP=-7.29, Synergy_Bliss=-0.806, Synergy_Loewe=1.46, Synergy_HSA=2.29. (4) Drug 1: CS(=O)(=O)CCNCC1=CC=C(O1)C2=CC3=C(C=C2)N=CN=C3NC4=CC(=C(C=C4)OCC5=CC(=CC=C5)F)Cl. Drug 2: C(=O)(N)NO. Cell line: PC-3. Synergy scores: CSS=0.762, Synergy_ZIP=-0.357, Synergy_Bliss=-1.78, Synergy_Loewe=-3.22, Synergy_HSA=-3.41.